From a dataset of Full USPTO retrosynthesis dataset with 1.9M reactions from patents (1976-2016). Predict the reactants needed to synthesize the given product. Given the product [CH3:1][C:2]1([CH3:15])[CH2:11][CH2:10][C:9]([CH3:13])([CH3:12])[C:8]2[CH:7]=[C:6]([NH:14][C:23](=[O:29])[CH2:24][CH2:25][CH2:26][CH2:27][CH3:28])[CH:5]=[CH:4][C:3]1=2, predict the reactants needed to synthesize it. The reactants are: [CH3:1][C:2]1([CH3:15])[CH2:11][CH2:10][C:9]([CH3:13])([CH3:12])[C:8]2[CH:7]=[C:6]([NH2:14])[CH:5]=[CH:4][C:3]1=2.C(N(CC)CC)C.[C:23](Cl)(=[O:29])[CH2:24][CH2:25][CH2:26][CH2:27][CH3:28].